Predict the reactants needed to synthesize the given product. From a dataset of Full USPTO retrosynthesis dataset with 1.9M reactions from patents (1976-2016). (1) Given the product [CH2:1]([O:8][N:9]1[C:15](=[O:16])[N:14]2[CH2:17][C@H:10]1[CH2:11][CH2:12][C@H:13]2[C:18]([NH:21][O:22][CH2:23][C:24]1[C:32]2[CH:31]3[CH2:33][CH:28]([CH2:29][CH2:30]3)[C:27]=2[N:26]([CH3:34])[N:25]=1)=[O:20])[C:2]1[CH:3]=[CH:4][CH:5]=[CH:6][CH:7]=1, predict the reactants needed to synthesize it. The reactants are: [CH2:1]([O:8][N:9]1[C:15](=[O:16])[N:14]2[CH2:17][C@H:10]1[CH2:11][CH2:12][C@H:13]2[C:18]([OH:20])=O)[C:2]1[CH:7]=[CH:6][CH:5]=[CH:4][CH:3]=1.[NH2:21][O:22][CH2:23][C:24]1[C:32]2[CH:31]3[CH2:33][CH:28]([CH2:29][CH2:30]3)[C:27]=2[N:26]([CH3:34])[N:25]=1.ON1C2C=CC=CC=2N=N1.Cl.C(N=C=NCCCN(C)C)C. (2) Given the product [CH3:13][N:14]([CH2:25][C:26]1[N:30]([CH2:31][C@H:32]2[CH2:37][CH2:36][CH2:35][N:34]([CH2:7][CH2:8][CH2:9][OH:10])[CH2:33]2)[C:29]2[CH:38]=[CH:39][CH:40]=[CH:41][C:28]=2[N:27]=1)[C@@H:15]1[C:24]2[N:23]=[CH:22][CH:21]=[CH:20][C:19]=2[CH2:18][CH2:17][CH2:16]1, predict the reactants needed to synthesize it. The reactants are: C([Si](C)(C)O[CH2:7][CH2:8][CH2:9][OH:10])(C)(C)C.[CH3:13][N:14]([CH2:25][C:26]1[N:30]([CH2:31][C@H:32]2[CH2:37][CH2:36][CH2:35][NH:34][CH2:33]2)[C:29]2[CH:38]=[CH:39][CH:40]=[CH:41][C:28]=2[N:27]=1)[C@@H:15]1[C:24]2[N:23]=[CH:22][CH:21]=[CH:20][C:19]=2[CH2:18][CH2:17][CH2:16]1.C(O)(=O)C.[BH-](OC(C)=O)(OC(C)=O)OC(C)=O.[Na+].C([O-])([O-])=O.[Na+].[Na+].[F-].C([N+](CCCC)(CCCC)CCCC)CCC.C1COCC1. (3) Given the product [CH2:15]([O:17][C:18]([C:20]1([NH:29][C:12]([C:4]2[C:5]3[O:10][CH2:9][O:8][CH2:7][C:6]=3[CH:11]=[C:2]([F:1])[CH:3]=2)=[O:14])[CH2:28][C:27]2[C:22](=[CH:23][CH:24]=[CH:25][CH:26]=2)[CH2:21]1)=[O:19])[CH3:16], predict the reactants needed to synthesize it. The reactants are: [F:1][C:2]1[CH:3]=[C:4]([C:12]([OH:14])=O)[C:5]2[O:10][CH2:9][O:8][CH2:7][C:6]=2[CH:11]=1.[CH2:15]([O:17][C:18]([C:20]1([NH2:29])[CH2:28][C:27]2[C:22](=[CH:23][CH:24]=[CH:25][CH:26]=2)[CH2:21]1)=[O:19])[CH3:16].CN(C(ON1N=NC2C=CC=NC1=2)=[N+](C)C)C.F[P-](F)(F)(F)(F)F.CCN(C(C)C)C(C)C. (4) Given the product [Cl:29][C:19]1[CH:20]=[C:15]([C:5]2[S:4][C:3]([CH2:1][CH3:2])=[N:7][C:6]=2[C:8]2[CH:13]=[CH:12][CH:11]=[C:10]([CH3:14])[CH:9]=2)[CH:16]=[CH:17][N:18]=1, predict the reactants needed to synthesize it. The reactants are: [CH2:1]([C:3]1[S:4][C:5]([C:15]2[CH:20]=[CH:19][N+:18]([O-])=[CH:17][CH:16]=2)=[C:6]([C:8]2[CH:13]=[CH:12][CH:11]=[C:10]([CH3:14])[CH:9]=2)[N:7]=1)[CH3:2].C(=O)([O-])O.[Na+].P(Cl)(Cl)([Cl:29])=O.